From a dataset of Full USPTO retrosynthesis dataset with 1.9M reactions from patents (1976-2016). Predict the reactants needed to synthesize the given product. (1) The reactants are: [Cl:1][C:2]1[CH:19]=[CH:18][C:5]2[S:6][C:7]([C:15](=[O:17])[CH3:16])=[C:8]([C:9]3[CH:14]=[CH:13][CH:12]=[CH:11][CH:10]=3)[C:4]=2[CH:3]=1.[CH3:20][N:21]([CH:23](OC)OC)[CH3:22]. Given the product [Cl:1][C:2]1[CH:19]=[CH:18][C:5]2[S:6][C:7]([C:15](=[O:17])/[CH:16]=[CH:20]/[N:21]([CH3:23])[CH3:22])=[C:8]([C:9]3[CH:14]=[CH:13][CH:12]=[CH:11][CH:10]=3)[C:4]=2[CH:3]=1, predict the reactants needed to synthesize it. (2) Given the product [Br:1][C:2]1[N:7]=[C:6]([NH:8][C:23]([C:21]2[O:20][N:19]=[C:18]([C:14]([CH3:17])([CH3:16])[CH3:15])[CH:22]=2)=[O:24])[C:5]([N+:9]([O-:11])=[O:10])=[CH:4][CH:3]=1, predict the reactants needed to synthesize it. The reactants are: [Br:1][C:2]1[N:7]=[C:6]([NH2:8])[C:5]([N+:9]([O-:11])=[O:10])=[CH:4][CH:3]=1.[H-].[Na+].[C:14]([C:18]1[CH:22]=[C:21]([C:23](O)=[O:24])[O:20][N:19]=1)([CH3:17])([CH3:16])[CH3:15].C(Cl)(=O)C(Cl)=O. (3) Given the product [CH2:1]([O:3][C:4](=[O:12])[C:5]1[CH:10]=[CH:9][C:8]([N:11]=[CH:13][C:14]2[CH:19]=[CH:18][CH:17]=[CH:16][CH:15]=2)=[CH:7][CH:6]=1)[CH3:2], predict the reactants needed to synthesize it. The reactants are: [CH2:1]([O:3][C:4](=[O:12])[C:5]1[CH:10]=[CH:9][C:8]([NH2:11])=[CH:7][CH:6]=1)[CH3:2].[CH:13](=O)[C:14]1[CH:19]=[CH:18][CH:17]=[CH:16][CH:15]=1. (4) Given the product [CH3:1][C:2]1[NH:10][C:4]([CH3:9])=[CH:5][C:6](=[O:8])[CH:7]=1, predict the reactants needed to synthesize it. The reactants are: [CH3:1][C:2]1O[C:4]([CH3:9])=[CH:5][C:6](=[O:8])[CH:7]=1.[NH3:10]. (5) Given the product [CH3:1][C:2]([O:4][Hg:5][C:6]1[CH:11]=[CH:10][C:9]([NH2:12])=[CH:8][CH:7]=1)=[O:3], predict the reactants needed to synthesize it. The reactants are: [CH3:1][C:2]([O:4][Hg:5][C:6]1[CH:11]=[CH:10][C:9]([NH2:12])=[CH:8][CH:7]=1)=[O:3].Cl.C1C2NC3C(=CC=CC=3)SC=2C=CC=1.C(N(CC)CC)C.